Dataset: Forward reaction prediction with 1.9M reactions from USPTO patents (1976-2016). Task: Predict the product of the given reaction. (1) Given the reactants [N:1]1([C:7]2[N:12]=[CH:11][NH:10][C:9](=[O:13])[CH:8]=2)[CH2:6][CH2:5][NH:4][CH2:3][CH2:2]1.[C:14]1([CH3:22])[CH:19]=[CH:18][CH:17]=[C:16]([CH:20]=O)[CH:15]=1, predict the reaction product. The product is: [CH3:22][C:14]1[CH:15]=[C:16]([CH:17]=[CH:18][CH:19]=1)[CH2:20][N:4]1[CH2:5][CH2:6][N:1]([C:7]2[N:12]=[CH:11][NH:10][C:9](=[O:13])[CH:8]=2)[CH2:2][CH2:3]1. (2) Given the reactants [F:1][C:2]([F:24])([F:23])[C:3]1[C:16]2[C:7](=[CH:8][C:9]3[CH2:10][CH2:11][CH:12]([CH3:21])[N:13]([CH2:17][CH:18]4CC4)[C:14]=3[CH:15]=2)[NH:6][C:5](=[O:22])[CH:4]=1.C(=O)C, predict the reaction product. The product is: [F:24][C:2]([F:1])([F:23])[C:3]1[C:16]2[C:7](=[CH:8][C:9]3[CH2:10][CH2:11][CH:12]([CH3:21])[N:13]([CH2:17][CH3:18])[C:14]=3[CH:15]=2)[NH:6][C:5](=[O:22])[CH:4]=1. (3) Given the reactants [N:1]([C@@H:4]([C@H:40]([C:48]1[CH:53]=[CH:52][CH:51]=[C:50]([Cl:54])[CH:49]=1)[C:41]1[CH:46]=[CH:45][C:44]([F:47])=[CH:43][CH:42]=1)[C:5]([NH:7][C:8]1[CH:9]=[N:10][CH:11]=[C:12]([F:39])[C:13]=1[CH2:14][CH2:15][C@H:16]1[O:21][CH2:20][C@H:19]([CH2:22][O:23][C:24]([NH:26][CH2:27][C:28]([F:31])([F:30])[F:29])=[O:25])[N:18]([C:32]([O:34][C:35]([CH3:38])([CH3:37])[CH3:36])=[O:33])[CH2:17]1)=[O:6])=[N+]=[N-].C1(P(C2C=CC=CC=2)C2C=CC=CC=2)C=CC=CC=1.O, predict the reaction product. The product is: [NH2:1][C@@H:4]([C@H:40]([C:48]1[CH:53]=[CH:52][CH:51]=[C:50]([Cl:54])[CH:49]=1)[C:41]1[CH:42]=[CH:43][C:44]([F:47])=[CH:45][CH:46]=1)[C:5]([NH:7][C:8]1[CH:9]=[N:10][CH:11]=[C:12]([F:39])[C:13]=1[CH2:14][CH2:15][C@H:16]1[O:21][CH2:20][C@H:19]([CH2:22][O:23][C:24]([NH:26][CH2:27][C:28]([F:31])([F:29])[F:30])=[O:25])[N:18]([C:32]([O:34][C:35]([CH3:38])([CH3:37])[CH3:36])=[O:33])[CH2:17]1)=[O:6]. (4) Given the reactants [CH:1]1([CH2:4][CH:5]=O)[CH2:3][CH2:2]1.ClCCl.[CH2:10]([O:12][C:13]([C@H:15]1[C@@H:20]([NH2:21])[C@H:19]2[CH2:22][C@@H:16]1[CH2:17][CH2:18]2)=[O:14])[CH3:11].C(O[BH-](OC(=O)C)OC(=O)C)(=O)C.[Na+], predict the reaction product. The product is: [CH2:10]([O:12][C:13]([C@H:15]1[C@@H:20]([NH:21][CH2:5][CH2:4][CH:1]2[CH2:2][CH2:3]2)[C@H:19]2[CH2:22][C@@H:16]1[CH2:17][CH2:18]2)=[O:14])[CH3:11]. (5) Given the reactants Br[Zn][CH2:3][C:4]([O:6][CH2:7][CH3:8])=[O:5].[CH:9]1[CH:13]=[C:12]([CH:14]=[O:15])[O:11][CH:10]=1.Cl.C(OCC)(=O)C, predict the reaction product. The product is: [O:11]1[CH:10]=[CH:9][CH:13]=[C:12]1[CH:14]([OH:15])[CH2:3][C:4]([O:6][CH2:7][CH3:8])=[O:5]. (6) Given the reactants C([O:3][C:4](=[O:31])[CH2:5][C:6]1[CH:11]=[CH:10][C:9]([O:12]C)=[C:8]([O:14][C:15]2[CH:20]=[CH:19][C:18]([N+:21]([O-:23])=[O:22])=[CH:17][C:16]=2[CH2:24][S:25][CH2:26][C:27]([F:30])([F:29])[F:28])[CH:7]=1)C.Br, predict the reaction product. The product is: [OH:12][C:9]1[CH:10]=[CH:11][C:6]([CH2:5][C:4]([OH:31])=[O:3])=[CH:7][C:8]=1[O:14][C:15]1[CH:20]=[CH:19][C:18]([N+:21]([O-:23])=[O:22])=[CH:17][C:16]=1[CH2:24][S:25][CH2:26][C:27]([F:30])([F:28])[F:29]. (7) Given the reactants [CH3:1][S:2]([O-:4])=[O:3].[Na+].Cl[CH:7]([CH3:13])[C:8]([O:10][CH2:11][CH3:12])=[O:9], predict the reaction product. The product is: [CH3:1][S:2]([CH:7]([CH3:13])[C:8]([O:10][CH2:11][CH3:12])=[O:9])(=[O:4])=[O:3]. (8) Given the reactants [CH2:1]([N:8]1[CH2:13][CH2:12][CH:11]([CH2:14][CH:15](O)[C:16]2[CH:21]=[CH:20][CH:19]=[CH:18][C:17]=2[O:22][CH2:23][CH:24]2[CH2:29][CH2:28][CH2:27][CH2:26][CH2:25]2)[CH2:10][CH2:9]1)[C:2]1[CH:7]=[CH:6][CH:5]=[CH:4][CH:3]=1.C1(C)C=CC(S(O)(=O)=O)=CC=1.C(=O)([O-])O.[Na+], predict the reaction product. The product is: [CH2:1]([N:8]1[CH2:9][CH2:10][CH:11](/[CH:14]=[CH:15]/[C:16]2[CH:21]=[CH:20][CH:19]=[CH:18][C:17]=2[O:22][CH2:23][CH:24]2[CH2:29][CH2:28][CH2:27][CH2:26][CH2:25]2)[CH2:12][CH2:13]1)[C:2]1[CH:3]=[CH:4][CH:5]=[CH:6][CH:7]=1. (9) Given the reactants [CH3:1][O:2][C:3](=[O:30])[C@@H:4]1[CH2:8][CH:7]([O:9][C:10]2[CH:15]=[CH:14][C:13]([C:16]3[CH:21]=[CH:20][C:19](Br)=[CH:18][CH:17]=3)=[CH:12][CH:11]=2)[CH2:6][N:5]1[C:23]([O:25][C:26]([CH3:29])([CH3:28])[CH3:27])=[O:24].[CH:31]1[C:39]2[C:38]3[CH:40]=[CH:41][CH:42]=[CH:43][C:37]=3[O:36][C:35]=2[C:34](B(O)O)=[CH:33][CH:32]=1.C([O-])([O-])=O.[K+].[K+], predict the reaction product. The product is: [CH3:1][O:2][C:3](=[O:30])[C@@H:4]1[CH2:8][CH:7]([O:9][C:10]2[CH:15]=[CH:14][C:13]([C:16]3[CH:21]=[CH:20][C:19]([C:43]4[C:37]5[O:36][C:35]6[CH:34]=[CH:33][CH:32]=[CH:31][C:39]=6[C:38]=5[CH:40]=[CH:41][CH:42]=4)=[CH:18][CH:17]=3)=[CH:12][CH:11]=2)[CH2:6][N:5]1[C:23]([O:25][C:26]([CH3:29])([CH3:28])[CH3:27])=[O:24]. (10) The product is: [Cl:1][C:2]1[CH:3]=[C:4]2[C:8](=[CH:9][CH:10]=1)[N:7]([CH2:11][CH2:12][N:13]1[CH2:14][CH2:15][N:16]([S:40]([CH3:39])(=[O:42])=[O:41])[CH2:17][CH2:18]1)[C:6]([CH2:19][N:20]1[C:24]3=[CH:25][N:26]=[CH:27][CH:28]=[C:23]3[C:22]3([CH2:30][CH2:29]3)[C:21]1=[O:31])=[CH:5]2. Given the reactants [Cl:1][C:2]1[CH:3]=[C:4]2[C:8](=[CH:9][CH:10]=1)[N:7]([CH2:11][CH2:12][N:13]1[CH2:18][CH2:17][NH:16][CH2:15][CH2:14]1)[C:6]([CH2:19][N:20]1[C:24]3=[CH:25][N:26]=[CH:27][CH:28]=[C:23]3[C:22]3([CH2:30][CH2:29]3)[C:21]1=[O:31])=[CH:5]2.C(N(CC)CC)C.[CH3:39][S:40](Cl)(=[O:42])=[O:41], predict the reaction product.